From a dataset of Peptide-MHC class II binding affinity with 134,281 pairs from IEDB. Regression. Given a peptide amino acid sequence and an MHC pseudo amino acid sequence, predict their binding affinity value. This is MHC class II binding data. (1) The peptide sequence is RFDTNGDGKISLSEL. The MHC is DRB1_0301 with pseudo-sequence DRB1_0301. The binding affinity (normalized) is 0.405. (2) The peptide sequence is DEAHFTDPASIAARG. The MHC is DRB3_0101 with pseudo-sequence DRB3_0101. The binding affinity (normalized) is 0.445. (3) The MHC is DRB1_0404 with pseudo-sequence DRB1_0404. The peptide sequence is LRPTFDTRLMRLEDE. The binding affinity (normalized) is 0.326.